Dataset: Full USPTO retrosynthesis dataset with 1.9M reactions from patents (1976-2016). Task: Predict the reactants needed to synthesize the given product. (1) Given the product [F:24][C:18]1[CH:19]=[C:20]([CH3:23])[CH:21]=[CH:22][C:17]=1[CH2:16][O:15][C:12]1[C:11]([C:25]([NH2:26])=[O:27])=[C:10]([NH:9][C:8]([NH:38][CH2:37][CH2:36][CH2:35][CH2:34][CH2:33][NH:32][CH:29]([CH3:31])[CH3:30])=[O:28])[S:14][N:13]=1, predict the reactants needed to synthesize it. The reactants are: C1(O[C:8](=[O:28])[NH:9][C:10]2[S:14][N:13]=[C:12]([O:15][CH2:16][C:17]3[CH:22]=[CH:21][C:20]([CH3:23])=[CH:19][C:18]=3[F:24])[C:11]=2[C:25](=[O:27])[NH2:26])C=CC=CC=1.[CH:29]([NH:32][CH2:33][CH2:34][CH2:35][CH2:36][CH2:37][NH2:38])([CH3:31])[CH3:30]. (2) Given the product [NH2:1][C:2]1[C:17]([O:18][CH2:19][C:20]2[CH:21]=[CH:22][CH:23]=[CH:24][CH:25]=2)=[CH:16][C:15]([I:26])=[CH:14][C:3]=1[C:4]([OH:6])=[O:5], predict the reactants needed to synthesize it. The reactants are: [NH2:1][C:2]1[C:17]([O:18][CH2:19][C:20]2[CH:25]=[CH:24][CH:23]=[CH:22][CH:21]=2)=[CH:16][C:15]([I:26])=[CH:14][C:3]=1[C:4]([O:6]CC1C=CC=CC=1)=[O:5].CO.O.[OH-].[Li+]. (3) Given the product [CH3:1][O:2][C:3](=[O:32])[C:4]1[CH:5]=[CH:6][C:7]([CH2:10][CH:11]([C:22]([OH:24])=[O:23])[C:12]2[CH:17]=[CH:16][C:15]([CH2:18][CH:19]([CH3:21])[CH3:20])=[CH:14][CH:13]=2)=[CH:8][CH:9]=1, predict the reactants needed to synthesize it. The reactants are: [CH3:1][O:2][C:3](=[O:32])[C:4]1[CH:9]=[CH:8][C:7]([CH:10]=[C:11]([C:22]([O:24]CC2C=CC=CC=2)=[O:23])[C:12]2[CH:17]=[CH:16][C:15]([CH2:18][CH:19]([CH3:21])[CH3:20])=[CH:14][CH:13]=2)=[CH:6][CH:5]=1. (4) Given the product [Si:1]([O:8][CH:9]1[CH2:15][NH:14][C:13]2[CH:26]=[CH:27][CH:28]=[CH:29][C:12]=2[O:11][CH2:10]1)([C:4]([CH3:7])([CH3:5])[CH3:6])([CH3:3])[CH3:2], predict the reactants needed to synthesize it. The reactants are: [Si:1]([O:8][CH:9]1[CH2:15][N:14](C(OCC2C=CC=CC=2)=O)[C:13]2[CH:26]=[CH:27][CH:28]=[CH:29][C:12]=2[O:11][CH2:10]1)([C:4]([CH3:7])([CH3:6])[CH3:5])([CH3:3])[CH3:2]. (5) The reactants are: [C:1]([O:5][C:6]([N:8]1[C:16]2[C:11](=[CH:12][C:13]([N:17]3[CH2:22][CH2:21][N:20]([CH2:23][CH2:24][OH:25])[CH2:19][CH2:18]3)=[CH:14][CH:15]=2)[CH:10]=[CH:9]1)=[O:7])([CH3:4])([CH3:3])[CH3:2].C(Cl)(=O)C([Cl:29])=O.CS(C)=O.CCN(CC)CC. Given the product [Cl:29][C:12]1[C:13]([N:17]2[CH2:22][CH2:21][N:20]([CH2:23][CH:24]=[O:25])[CH2:19][CH2:18]2)=[CH:14][CH:15]=[C:16]2[C:11]=1[CH:10]=[CH:9][N:8]2[C:6]([O:5][C:1]([CH3:4])([CH3:3])[CH3:2])=[O:7], predict the reactants needed to synthesize it. (6) The reactants are: [OH:1][CH:2]([C:17]1[CH:22]=[CH:21][CH:20]=[CH:19][CH:18]=1)[CH2:3][NH:4][C:5]1[CH:13]=[CH:12][C:8]([C:9]([OH:11])=[O:10])=[CH:7][C:6]=1[N+:14]([O-:16])=[O:15].CC(OI1(OC(C)=O)(OC(C)=O)OC(=O)C2C=CC=CC1=2)=O. Given the product [N+:14]([C:6]1[CH:7]=[C:8]([CH:12]=[CH:13][C:5]=1[NH:4][CH2:3][C:2](=[O:1])[C:17]1[CH:18]=[CH:19][CH:20]=[CH:21][CH:22]=1)[C:9]([OH:11])=[O:10])([O-:16])=[O:15], predict the reactants needed to synthesize it. (7) Given the product [C:19]([NH:18][C:16]1[S:15][C:13]2[N:14]=[C:9]([NH:8][C:6]3[CH:7]=[C:2]([NH:1][C:26](=[O:27])[C:25]4[CH:29]=[CH:30][CH:31]=[C:32]([C:33]([C:36]#[N:37])([CH3:35])[CH3:34])[C:24]=4[Cl:23])[CH:3]=[CH:4][C:5]=3[CH3:22])[N:10]=[CH:11][C:12]=2[N:17]=1)(=[O:21])[CH3:20], predict the reactants needed to synthesize it. The reactants are: [NH2:1][C:2]1[CH:3]=[CH:4][C:5]([CH3:22])=[C:6]([NH:8][C:9]2[N:10]=[CH:11][C:12]3[N:17]=[C:16]([NH:18][C:19](=[O:21])[CH3:20])[S:15][C:13]=3[N:14]=2)[CH:7]=1.[Cl:23][C:24]1[C:32]([C:33]([C:36]#[N:37])([CH3:35])[CH3:34])=[CH:31][CH:30]=[CH:29][C:25]=1[C:26](O)=[O:27].F[P-](F)(F)(F)(F)F.N1(OC(N(C)C)=[N+](C)C)C2N=CC=CC=2N=N1.C(=O)([O-])O.[Na+]. (8) Given the product [CH:1]1([C:5]2[N:13]3[C:8]([C:9]([NH2:14])=[N:10][CH:11]=[N:12]3)=[C:7]([C:15]3[CH:24]=[C:23]4[C:18]([C:19]([CH3:31])=[CH:20][C:21]([C:25]5[CH:30]=[CH:29][CH:28]=[CH:27][CH:26]=5)=[N:22]4)=[CH:17][CH:16]=3)[N:6]=2)[CH2:2][CH2:3][CH2:4]1, predict the reactants needed to synthesize it. The reactants are: [CH:1]1([C:5]2[N:13]3[C:8]([C:9]([NH2:14])=[N:10][CH:11]=[N:12]3)=[C:7]([C:15]3[CH:24]=[C:23]4[C:18]([CH:19]=[CH:20][C:21]([C:25]5[CH:30]=[CH:29][CH:28]=[CH:27][CH:26]=5)=[N:22]4)=[CH:17][CH:16]=3)[N:6]=2)[CH2:4][CH2:3][CH2:2]1.[CH3:31]C1C2C(=CC(B3OC(C)(C)C(C)(C)O3)=CC=2)N=C(C2C=CC=CC=2)C=1.C(=O)([O-])[O-].[Cs+].[Cs+].